From a dataset of NCI-60 drug combinations with 297,098 pairs across 59 cell lines. Regression. Given two drug SMILES strings and cell line genomic features, predict the synergy score measuring deviation from expected non-interaction effect. Drug 1: CN1C2=C(C=C(C=C2)N(CCCl)CCCl)N=C1CCCC(=O)O.Cl. Drug 2: CC1C(C(CC(O1)OC2CC(CC3=C2C(=C4C(=C3O)C(=O)C5=CC=CC=C5C4=O)O)(C(=O)C)O)N)O. Cell line: HS 578T. Synergy scores: CSS=46.3, Synergy_ZIP=-2.48, Synergy_Bliss=-0.893, Synergy_Loewe=-1.34, Synergy_HSA=3.04.